This data is from Reaction yield outcomes from USPTO patents with 853,638 reactions. The task is: Predict the reaction yield, written as a fraction of the theoretical maximum amount of product (1.0 means a 100% yield; for example, 0.34 means a 34% yield). The reactants are Cl.[CH3:2][N:3]([CH3:12])[C:4]([C@@H:6]1[CH2:11][CH2:10][CH2:9][CH2:8][NH:7]1)=[O:5].C(=O)(O)[O-].[Na+].[C:18](Cl)(=[O:25])[C:19]1[CH:24]=[CH:23][CH:22]=[CH:21][CH:20]=1. The catalyst is C(Cl)Cl.O. The product is [CH3:2][N:3]([CH3:12])[C:4]([C@@H:6]1[CH2:11][CH2:10][CH2:9][CH2:8][N:7]1[C:18]([C:19]1[CH:24]=[CH:23][CH:22]=[CH:21][CH:20]=1)=[O:25])=[O:5]. The yield is 0.740.